From a dataset of Peptide-MHC class I binding affinity with 185,985 pairs from IEDB/IMGT. Regression. Given a peptide amino acid sequence and an MHC pseudo amino acid sequence, predict their binding affinity value. This is MHC class I binding data. (1) The peptide sequence is TVDFTDCRT. The MHC is HLA-A02:02 with pseudo-sequence HLA-A02:02. The binding affinity (normalized) is 0.152. (2) The MHC is HLA-A29:02 with pseudo-sequence HLA-A29:02. The binding affinity (normalized) is 1.00. The peptide sequence is YMLFTKFFY. (3) The peptide sequence is SLYLELDTI. The MHC is Mamu-B01 with pseudo-sequence Mamu-B01. The binding affinity (normalized) is 0.814. (4) The peptide sequence is IFLKPEETF. The MHC is HLA-B39:01 with pseudo-sequence HLA-B39:01. The binding affinity (normalized) is 0.0847. (5) The peptide sequence is ITKVFSFWL. The MHC is Mamu-A01 with pseudo-sequence Mamu-A01. The binding affinity (normalized) is 0.761. (6) The peptide sequence is HLKEKSSLR. The MHC is HLA-B46:01 with pseudo-sequence HLA-B46:01. The binding affinity (normalized) is 0.0847. (7) The peptide sequence is FVEALARSI. The MHC is HLA-A68:02 with pseudo-sequence HLA-A68:02. The binding affinity (normalized) is 0.363. (8) The peptide sequence is IITILQDIV. The MHC is HLA-A02:03 with pseudo-sequence HLA-A02:03. The binding affinity (normalized) is 0.399. (9) The peptide sequence is MTACGRIVV. The MHC is HLA-A30:01 with pseudo-sequence HLA-A30:01. The binding affinity (normalized) is 0.213.